This data is from Full USPTO retrosynthesis dataset with 1.9M reactions from patents (1976-2016). The task is: Predict the reactants needed to synthesize the given product. (1) Given the product [OH:44][C:39]1[CH:40]=[CH:41][CH:42]=[CH:43][C:38]=1[C:29]1[N:28]=[C:6]([N:8]2[CH2:12][CH2:11][C@H:10]([CH2:13][NH:14][C:15](=[O:24])[O:16][CH2:17][C:18]3[CH:19]=[CH:20][CH:21]=[CH:22][CH:23]=3)[CH2:9]2)[C:36]2[C:31](=[CH:32][C:33]([CH3:37])=[CH:34][CH:35]=2)[N:30]=1, predict the reactants needed to synthesize it. The reactants are: C(O[C:6]([N:8]1[CH2:12][CH2:11][C@H:10]([CH2:13][NH:14][C:15](=[O:24])[O:16][CH2:17][C:18]2[CH:23]=[CH:22][CH:21]=[CH:20][CH:19]=2)[CH2:9]1)=O)(C)(C)C.Cl.ClC1[C:36]2[C:31](=[CH:32][C:33]([CH3:37])=[CH:34][CH:35]=2)[N:30]=[C:29]([C:38]2[CH:43]=[CH:42][CH:41]=[CH:40][C:39]=2[OH:44])[N:28]=1.C(N(CC)CC)C. (2) Given the product [F:1][C:2]1[CH:7]=[C:6]([I:8])[CH:5]=[CH:4][C:3]=1[NH:9][C:10]1[N:15]([CH3:16])[C:14](=[O:17])[N:13]([CH3:18])[C:12](=[O:19])[C:11]=1[C:20]([N:32]1[CH2:33][CH2:34][N:29]([CH2:35][CH2:36][OH:37])[CH2:30][CH2:31]1)=[O:21], predict the reactants needed to synthesize it. The reactants are: [F:1][C:2]1[CH:7]=[C:6]([I:8])[CH:5]=[CH:4][C:3]=1[NH:9][C:10]1[N:15]([CH3:16])[C:14](=[O:17])[N:13]([CH3:18])[C:12](=[O:19])[C:11]=1[C:20](OC1C=CC=CC=1)=[O:21].[N:29]1([CH2:35][CH2:36][OH:37])[CH2:34][CH2:33][NH:32][CH2:31][CH2:30]1. (3) The reactants are: ClC1C=CC=CC=1NC(=O)NC1C=CC(C2SC(C3CCC(CC(O)=O)CC3)=NC=2)=CC=1.[F:33][C:34]1[CH:39]=[C:38]([F:40])[C:37]([F:41])=[CH:36][C:35]=1[NH:42][C:43](=[O:68])[NH:44][C:45]1[CH:50]=[CH:49][C:48]([C:51]2[S:55][C:54]([CH:56]3[CH2:61][CH2:60][CH:59]([CH2:62][C:63]([O:65]CC)=[O:64])[CH2:58][CH2:57]3)=[N:53][CH:52]=2)=[CH:47][CH:46]=1. Given the product [F:33][C:34]1[CH:39]=[C:38]([F:40])[C:37]([F:41])=[CH:36][C:35]=1[NH:42][C:43](=[O:68])[NH:44][C:45]1[CH:46]=[CH:47][C:48]([C:51]2[S:55][C:54]([CH:56]3[CH2:57][CH2:58][CH:59]([CH2:62][C:63]([OH:65])=[O:64])[CH2:60][CH2:61]3)=[N:53][CH:52]=2)=[CH:49][CH:50]=1, predict the reactants needed to synthesize it. (4) Given the product [CH3:1][O:2][C:3](=[O:28])[C:4]1[CH:9]=[C:8]([C:10]([C:12]2[N:17]=[CH:16][C:15]([N:18]([C:20]3[CH:25]=[CH:24][C:23]([Cl:26])=[CH:22][CH:21]=3)[CH3:19])=[CH:14][N:13]=2)=[O:11])[CH:7]=[CH:6][C:5]=1[S:35][CH2:29][CH2:30][CH2:31][CH2:32][CH2:33][CH3:34], predict the reactants needed to synthesize it. The reactants are: [CH3:1][O:2][C:3](=[O:28])[C:4]1[CH:9]=[C:8]([C:10]([C:12]2[N:17]=[CH:16][C:15]([N:18]([C:20]3[CH:25]=[CH:24][C:23]([Cl:26])=[CH:22][CH:21]=3)[CH3:19])=[CH:14][N:13]=2)=[O:11])[CH:7]=[CH:6][C:5]=1F.[CH2:29]([SH:35])[CH2:30][CH2:31][CH2:32][CH2:33][CH3:34]. (5) Given the product [CH2:1]([O:8][C:9]1[C:18]2[C:13](=[CH:14][CH:15]=[C:16]([C:29]3[N:34]=[N:33][C:32]([N:35]([CH3:46])[CH:36]4[CH2:41][C:40]([CH3:42])([CH3:43])[NH:39][C:38]([CH3:45])([CH3:44])[CH2:37]4)=[CH:31][CH:30]=3)[CH:17]=2)[CH:12]=[CH:11][N:10]=1)[C:2]1[CH:3]=[CH:4][CH:5]=[CH:6][CH:7]=1, predict the reactants needed to synthesize it. The reactants are: [CH2:1]([O:8][C:9]1[C:18]2[C:13](=[CH:14][CH:15]=[C:16](B3OC(C)(C)C(C)(C)O3)[CH:17]=2)[CH:12]=[CH:11][N:10]=1)[C:2]1[CH:7]=[CH:6][CH:5]=[CH:4][CH:3]=1.Cl[C:29]1[N:34]=[N:33][C:32]([N:35]([CH3:46])[CH:36]2[CH2:41][C:40]([CH3:43])([CH3:42])[NH:39][C:38]([CH3:45])([CH3:44])[CH2:37]2)=[CH:31][CH:30]=1.